The task is: Predict the reaction yield, written as a fraction of the theoretical maximum amount of product (1.0 means a 100% yield; for example, 0.34 means a 34% yield).. This data is from Reaction yield outcomes from USPTO patents with 853,638 reactions. The reactants are C[O:2][C:3](=[O:40])[CH2:4][O:5][C:6]1[CH:39]=[CH:38][C:9]2[O:10][CH2:11][C:12]3[N:37]=[CH:36][CH:35]=[CH:34][C:13]=3[C:14](=[CH:15][CH2:16][CH2:17][N:18]3[CH2:23][CH2:22][C:21]([C:25]4[CH:30]=[CH:29][C:28]([Cl:31])=[CH:27][CH:26]=4)([OH:24])[C:20]([CH3:33])([CH3:32])[CH2:19]3)[C:8]=2[CH:7]=1.[OH-].[Na+]. The catalyst is CO.O. The product is [Cl:31][C:28]1[CH:29]=[CH:30][C:25]([C:21]2([OH:24])[CH2:22][CH2:23][N:18]([CH2:17][CH2:16][CH:15]=[C:14]3[C:13]4[CH:34]=[CH:35][CH:36]=[N:37][C:12]=4[CH2:11][O:10][C:9]4[CH:38]=[CH:39][C:6]([O:5][CH2:4][C:3]([OH:40])=[O:2])=[CH:7][C:8]3=4)[CH2:19][C:20]2([CH3:32])[CH3:33])=[CH:26][CH:27]=1. The yield is 0.940.